Dataset: Full USPTO retrosynthesis dataset with 1.9M reactions from patents (1976-2016). Task: Predict the reactants needed to synthesize the given product. (1) The reactants are: [Cl:1][C:2]1[CH:7]=[CH:6][CH:5]=[C:4]([Cl:8])[C:3]=1[C:9]1[C:13]([CH2:14][CH2:15][C:16]2[O:17][C:18]3[C:24]([NH:25][C:26]4[CH:27]=[C:28]([CH:34]=[CH:35][CH:36]=4)[C:29]([O:31]CC)=[O:30])=[CH:23][CH:22]=[CH:21][C:19]=3[N:20]=2)=[C:12]([CH:37]([CH3:39])[CH3:38])[O:11][N:10]=1.[OH-].[Li+]. Given the product [Cl:1][C:2]1[CH:7]=[CH:6][CH:5]=[C:4]([Cl:8])[C:3]=1[C:9]1[C:13]([CH2:14][CH2:15][C:16]2[O:17][C:18]3[C:24]([NH:25][C:26]4[CH:27]=[C:28]([CH:34]=[CH:35][CH:36]=4)[C:29]([OH:31])=[O:30])=[CH:23][CH:22]=[CH:21][C:19]=3[N:20]=2)=[C:12]([CH:37]([CH3:39])[CH3:38])[O:11][N:10]=1, predict the reactants needed to synthesize it. (2) Given the product [F:1][C:2]1[C:7]([F:8])=[CH:6][CH:5]=[CH:4][C:3]=1[C:9]1[NH:10][CH:11]=[C:12]([CH:14]=[O:15])[N:13]=1, predict the reactants needed to synthesize it. The reactants are: [F:1][C:2]1[C:7]([F:8])=[CH:6][CH:5]=[CH:4][C:3]=1[C:9]1[NH:10][CH:11]=[C:12]([CH2:14][OH:15])[N:13]=1.